From a dataset of Reaction yield outcomes from USPTO patents with 853,638 reactions. Predict the reaction yield, written as a fraction of the theoretical maximum amount of product (1.0 means a 100% yield; for example, 0.34 means a 34% yield). (1) The reactants are [F:1][C:2]1[CH:7]=[CH:6][C:5]([C:8]2[C:9](=[O:33])[N:10]3[CH2:25][CH:24]([O:26]C(=O)C(C)(C)C)[CH2:23][N:11]3[C:12]=2[C:13]2[CH:18]=[CH:17][N:16]=[C:15](S(C)(=O)=O)[N:14]=2)=[CH:4][CH:3]=1.[C:34]1([O-:40])[CH:39]=[CH:38][CH:37]=[CH:36][CH:35]=1.[Na+]. The catalyst is C1COCC1. The product is [F:1][C:2]1[CH:7]=[CH:6][C:5]([C:8]2[C:9](=[O:33])[N:10]3[CH2:25][CH:24]([OH:26])[CH2:23][N:11]3[C:12]=2[C:13]2[CH:18]=[CH:17][N:16]=[C:15]([O:40][C:34]3[CH:39]=[CH:38][CH:37]=[CH:36][CH:35]=3)[N:14]=2)=[CH:4][CH:3]=1. The yield is 0.210. (2) The reactants are [CH3:1][O:2][C:3]1[CH:4]=[C:5]([CH:9]=[CH:10][CH:11]=1)[C:6]([OH:8])=O.C(Cl)(=O)C(Cl)=O.O1CCCC1.[NH2:23][C:24]1[CH:25]=[C:26]([CH:43]=[CH:44][CH:45]=1)[O:27][C:28]1[CH:29]=[CH:30][C:31]2[N:32]([CH:34]=[C:35]([NH:37][C:38]([CH:40]3[CH2:42][CH2:41]3)=[O:39])[N:36]=2)[N:33]=1. The catalyst is CN(C)C=O.CN1CCCC1=O. The product is [CH:40]1([C:38]([NH:37][C:35]2[N:36]=[C:31]3[CH:30]=[CH:29][C:28]([O:27][C:26]4[CH:25]=[C:24]([NH:23][C:6](=[O:8])[C:5]5[CH:9]=[CH:10][CH:11]=[C:3]([O:2][CH3:1])[CH:4]=5)[CH:45]=[CH:44][CH:43]=4)=[N:33][N:32]3[CH:34]=2)=[O:39])[CH2:41][CH2:42]1. The yield is 0.430. (3) The reactants are C(OC([N:8]1[CH2:17][CH2:16][C:15]2[C:10](=[CH:11][CH:12]=[C:13]([O:18][C:19]3[CH:24]=[CH:23][C:22]([C:25](=[O:27])[NH2:26])=[CH:21][N:20]=3)[CH:14]=2)[CH2:9]1)=O)(C)(C)C.C(Cl)Cl.C(O)(C(F)(F)F)=O.C([O-])([O-])=O.[K+].[K+]. The catalyst is C(Cl)(Cl)Cl. The product is [CH2:9]1[C:10]2[C:15](=[CH:14][C:13]([O:18][C:19]3[CH:24]=[CH:23][C:22]([C:25]([NH2:26])=[O:27])=[CH:21][N:20]=3)=[CH:12][CH:11]=2)[CH2:16][CH2:17][NH:8]1. The yield is 0.710. (4) The reactants are [O-][CH2:2][CH3:3].[Na+].[Br:5][C:6]1[CH:11]=[CH:10][C:9]([NH:12][C:13](=[S:17])[CH:14]([CH3:16])[CH3:15])=[CH:8][CH:7]=1.C(O)C.ICC. The catalyst is ClCCl. The product is [CH2:2]([S:17][C:13](=[N:12][C:9]1[CH:8]=[CH:7][C:6]([Br:5])=[CH:11][CH:10]=1)[CH:14]([CH3:15])[CH3:16])[CH3:3]. The yield is 0.880. (5) The yield is 0.710. The product is [Cl:12][C:7]1[N:6]=[CH:5][C:4]2[C:9](=[CH:10][CH:11]=[C:2]([C:14]3[CH:15]=[CH:16][CH:17]=[CH:18][C:13]=3[CH3:22])[CH:3]=2)[N:8]=1. The catalyst is COCCOC.C1C=CC([P]([Pd]([P](C2C=CC=CC=2)(C2C=CC=CC=2)C2C=CC=CC=2)([P](C2C=CC=CC=2)(C2C=CC=CC=2)C2C=CC=CC=2)[P](C2C=CC=CC=2)(C2C=CC=CC=2)C2C=CC=CC=2)(C2C=CC=CC=2)C2C=CC=CC=2)=CC=1.O.CCO. The reactants are Br[C:2]1[CH:3]=[C:4]2[C:9](=[CH:10][CH:11]=1)[N:8]=[C:7]([Cl:12])[N:6]=[CH:5]2.[C:13]1([CH3:22])[CH:18]=[CH:17][CH:16]=[CH:15][C:14]=1B(O)O.C([O-])([O-])=O.[Na+].[Na+].[OH-].[Na+]. (6) The reactants are [CH3:1][O:2][C:3]1[CH:4]=[C:5]2[C:10](=[CH:11][C:12]=1[O:13][CH3:14])[N:9]=[CH:8][CH:7]=[C:6]2[O:15][C:16]1[CH:22]=[CH:21][C:19]([NH2:20])=[CH:18][C:17]=1[O:23][CH3:24].C(N(CC)CC)C.ClC(Cl)(O[C:36](=[O:42])OC(Cl)(Cl)Cl)Cl.[S:44]1[CH:48]=[CH:47][N:46]=[C:45]1[C@H:49]([NH2:51])[CH3:50]. The catalyst is C(Cl)(Cl)Cl. The product is [CH3:1][O:2][C:3]1[CH:4]=[C:5]2[C:10](=[CH:11][C:12]=1[O:13][CH3:14])[N:9]=[CH:8][CH:7]=[C:6]2[O:15][C:16]1[CH:22]=[CH:21][C:19]([NH:20][C:36]([NH:51][C@@H:49]([C:45]2[S:44][CH:48]=[CH:47][N:46]=2)[CH3:50])=[O:42])=[CH:18][C:17]=1[O:23][CH3:24]. The yield is 0.710. (7) The reactants are [OH:1][C:2]1[CH:3]=[CH:4][C:5]2[N:6](C(=O)C)[C:7]3[C:12]([S:13][C:14]=2[CH:15]=1)=[CH:11][C:10]([N+:16]([O-:18])=[O:17])=[CH:9][CH:8]=3.[H-].[Na+].Br[CH2:25][CH2:26][F:27]. The catalyst is CN(C)C=O. The product is [F:27][CH2:26][CH2:25][O:1][C:2]1[CH:3]=[CH:4][C:5]2[NH:6][C:7]3[C:12]([S:13][C:14]=2[CH:15]=1)=[CH:11][C:10]([N+:16]([O-:18])=[O:17])=[CH:9][CH:8]=3. The yield is 0.330. (8) The reactants are P(Cl)(Cl)(Cl)=O.[CH3:6][N:7]([CH:9]=O)[CH3:8].[CH:11](=[O:16])[CH2:12][CH2:13][CH2:14][CH3:15].C([O-])([O-])=O.[K+].[K+].CNC. The catalyst is ClCCCl. The product is [CH3:8][N:7]([CH:9]=[C:12]([CH2:13][CH2:14][CH3:15])[CH:11]=[O:16])[CH3:6]. The yield is 0.0570. (9) The reactants are [CH3:1][OH:2].[Na].Cl[C:5]1[CH:6]=[C:7]([C@@H:15]([CH2:31][CH:32]2[CH2:36][CH2:35][CH2:34][CH2:33]2)[C:16](NC2C=CN(CCC(=O)N(C)C)N=2)=[O:17])[CH:8]=[CH:9][C:10]=1[S:11]([CH3:14])(=[O:13])=[O:12].[OH2:37]. The catalyst is CS(C)=O. The product is [CH:32]1([CH2:31][C@H:15]([C:7]2[CH:8]=[CH:9][C:10]([S:11]([CH3:14])(=[O:12])=[O:13])=[C:5]([O:2][CH3:1])[CH:6]=2)[C:16]([OH:17])=[O:37])[CH2:33][CH2:34][CH2:35][CH2:36]1. The yield is 0.440. (10) The yield is 0.980. The reactants are [CH2:1]([C:5]1[C:13](=O)[N:12]2[C:8]([NH:9][C:10]3[CH:18]=[C:17]([Cl:19])[C:16]([Cl:20])=[CH:15][C:11]=32)=[C:7]([C:21]#[N:22])[C:6]=1[CH3:23])[CH2:2][CH2:3][CH3:4].P(Cl)(Cl)([Cl:26])=O. No catalyst specified. The product is [CH2:1]([C:5]1[C:6]([CH3:23])=[C:7]([C:21]#[N:22])[C:8]2[N:12]([C:13]=1[Cl:26])[C:11]1[CH:15]=[C:16]([Cl:20])[C:17]([Cl:19])=[CH:18][C:10]=1[N:9]=2)[CH2:2][CH2:3][CH3:4].